Dataset: Catalyst prediction with 721,799 reactions and 888 catalyst types from USPTO. Task: Predict which catalyst facilitates the given reaction. (1) Reactant: Cl.[NH:2]1[CH2:7][CH2:6][CH2:5][CH2:4][C@H:3]1[CH2:8][OH:9].N1C=CN=C1.C(N(CC)CC)C.[S:22](Cl)(Cl)=[O:23]. The catalyst class is: 4. Product: [S@@:22]1(=[O:23])[N:2]2[CH2:7][CH2:6][CH2:5][CH2:4][CH:3]2[CH2:8][O:9]1. (2) Reactant: [Br:1][C:2]1[C:7]([O:8][CH2:9][O:10][CH3:11])=[CH:6][CH:5]=[C:4]([CH3:12])[C:3]=1[CH2:13][OH:14].[CH3:15][S:16](Cl)(=[O:18])=[O:17].C(N(CC)CC)C. Product: [CH3:15][S:16]([O:14][CH2:13][C:3]1[C:4]([CH3:12])=[CH:5][CH:6]=[C:7]([O:8][CH2:9][O:10][CH3:11])[C:2]=1[Br:1])(=[O:18])=[O:17]. The catalyst class is: 13. (3) The catalyst class is: 13. Reactant: C(OC([NH:8][C@@H:9]([CH:41]([CH3:43])[CH3:42])[C:10]([O:12][CH:13]1[CH2:17][CH2:16][CH:15]([N:18]2[C:22]3[N:23]=[CH:24][N:25]=[C:26]([NH2:27])[C:21]=3[C:20]([C:28]3[CH:33]=[CH:32][C:31]([O:34][C:35]4[CH:40]=[CH:39][CH:38]=[CH:37][CH:36]=4)=[CH:30][CH:29]=3)=[CH:19]2)[CH2:14]1)=[O:11])=O)(C)(C)C.[ClH:44].C(OCC)C. Product: [ClH:44].[NH2:8][C@@H:9]([CH:41]([CH3:43])[CH3:42])[C:10]([O:12][CH:13]1[CH2:17][CH2:16][CH:15]([N:18]2[C:22]3[N:23]=[CH:24][N:25]=[C:26]([NH2:27])[C:21]=3[C:20]([C:28]3[CH:33]=[CH:32][C:31]([O:34][C:35]4[CH:40]=[CH:39][CH:38]=[CH:37][CH:36]=4)=[CH:30][CH:29]=3)=[CH:19]2)[CH2:14]1)=[O:11]. (4) Reactant: [C:1]1([C:7]2[O:11][N:10]=[C:9]([C:12]([OH:14])=O)[N:8]=2)[CH:6]=[CH:5][CH:4]=[CH:3][CH:2]=1.Cl.N1C=N[N:19]2[C:24]([N:25]3[CH2:29][CH2:28][C@H:27]([NH2:30])[CH2:26]3)=[CH:23][N:22]=[CH:21][C:20]=12.[CH2:31]([N:33](CC)C(C)C)[CH3:32].CN(C(ON1N=NC2C=CC=NC1=2)=[N+](C)C)C.F[P-](F)(F)(F)(F)F. Product: [N:33]1[CH:31]=[CH:32][N:22]2[CH:21]=[CH:20][N:19]=[C:24]([N:25]3[CH2:29][CH2:28][C@H:27]([NH:30][C:12]([C:9]4[N:8]=[C:7]([C:1]5[CH:2]=[CH:3][CH:4]=[CH:5][CH:6]=5)[O:11][N:10]=4)=[O:14])[CH2:26]3)[C:23]=12. The catalyst class is: 39.